Dataset: TCR-epitope binding with 47,182 pairs between 192 epitopes and 23,139 TCRs. Task: Binary Classification. Given a T-cell receptor sequence (or CDR3 region) and an epitope sequence, predict whether binding occurs between them. (1) The epitope is TPGPGVRYPL. The TCR CDR3 sequence is CASSLVSGGRGNEQFF. Result: 0 (the TCR does not bind to the epitope). (2) The epitope is VTIAEILLI. The TCR CDR3 sequence is CASSHIPGRETQYF. Result: 0 (the TCR does not bind to the epitope). (3) The epitope is NQKLIANQF. The TCR CDR3 sequence is CASSYGGGIDNQPQHF. Result: 0 (the TCR does not bind to the epitope). (4) The epitope is TVYDPLQPELDSFK. The TCR CDR3 sequence is CASSPQNSYNEQFF. Result: 0 (the TCR does not bind to the epitope). (5) The epitope is AMFWSVPTV. Result: 1 (the TCR binds to the epitope). The TCR CDR3 sequence is CASSYFGGEQFF. (6) The epitope is EEHVQIHTI. The TCR CDR3 sequence is CASSLGPASGGAWNEQFF. Result: 1 (the TCR binds to the epitope). (7) The epitope is FIAGLIAIV. The TCR CDR3 sequence is CASSPPSGVYNEQFF. Result: 1 (the TCR binds to the epitope). (8) The epitope is LEPLVDLPI. The TCR CDR3 sequence is CASSFPVWGNEQFF. Result: 0 (the TCR does not bind to the epitope). (9) The epitope is ALLADKFPV. The TCR CDR3 sequence is CASSAGNEQFF. Result: 0 (the TCR does not bind to the epitope).